Dataset: Catalyst prediction with 721,799 reactions and 888 catalyst types from USPTO. Task: Predict which catalyst facilitates the given reaction. (1) Reactant: C(OC([N:8]1[CH2:12][C@@H:11]([CH2:13][C@H:14]([O:18][C:19]2[CH:24]=[CH:23][C:22]([O:25][CH3:26])=[C:21]([O:27][CH2:28][CH2:29][CH2:30][O:31][CH3:32])[CH:20]=2)[CH:15]([CH3:17])[CH3:16])[C@H:10]([CH2:33][N:34]([CH:44]2[CH2:46][CH2:45]2)[C:35]([O:37][CH:38]2[CH2:43][CH2:42][O:41][CH2:40][CH2:39]2)=[O:36])[CH2:9]1)=O)(C)(C)C. Product: [O:41]1[CH2:42][CH2:43][CH:38]([O:37][C:35](=[O:36])[N:34]([CH:44]2[CH2:46][CH2:45]2)[CH2:33][C@H:10]2[C@H:11]([CH2:13][C@@H:14]([O:18][C:19]3[CH:24]=[CH:23][C:22]([O:25][CH3:26])=[C:21]([O:27][CH2:28][CH2:29][CH2:30][O:31][CH3:32])[CH:20]=3)[CH:15]([CH3:16])[CH3:17])[CH2:12][NH:8][CH2:9]2)[CH2:39][CH2:40]1. The catalyst class is: 89. (2) Reactant: [OH:1][C:2]1[CH:9]=[C:8]([O:10][CH3:11])[CH:7]=[CH:6][C:3]=1[CH:4]=[O:5].[Br:12]Br. Product: [Br:12][C:7]1[C:8]([O:10][CH3:11])=[CH:9][C:2]([OH:1])=[C:3]([CH:6]=1)[CH:4]=[O:5]. The catalyst class is: 4. (3) Reactant: C[O:2][C:3](=[O:17])[CH:4]([NH:12][C:13]([O:15][CH3:16])=[O:14])[CH2:5][CH:6]1[CH2:11][CH2:10][O:9][CH2:8][CH2:7]1.[Li+].[OH-]. Product: [CH3:16][O:15][C:13]([NH:12][CH:4]([CH2:5][CH:6]1[CH2:7][CH2:8][O:9][CH2:10][CH2:11]1)[C:3]([OH:17])=[O:2])=[O:14]. The catalyst class is: 36.